Dataset: Full USPTO retrosynthesis dataset with 1.9M reactions from patents (1976-2016). Task: Predict the reactants needed to synthesize the given product. (1) The reactants are: [OH:1][CH2:2][CH2:3][CH:4]1[CH2:9][CH2:8][N:7]([CH:10]=[O:11])[CH2:6][CH2:5]1.CCN(CC)CC.[C:19]1([CH3:29])[CH:24]=[CH:23][C:22]([S:25](Cl)(=[O:27])=[O:26])=[CH:21][CH:20]=1. Given the product [CH:10]([N:7]1[CH2:6][CH2:5][CH:4]([CH2:3][CH2:2][O:1][S:25]([C:22]2[CH:23]=[CH:24][C:19]([CH3:29])=[CH:20][CH:21]=2)(=[O:27])=[O:26])[CH2:9][CH2:8]1)=[O:11], predict the reactants needed to synthesize it. (2) Given the product [Cl:23][C:18]1[C:17]([C:13]2[CH:12]=[C:11]([N:9]3[CH:10]=[C:6]([C:4]([C:26]4[CH:31]=[C:30]([CH3:32])[CH:29]=[CH:28][N:27]=4)=[O:5])[N:7]=[CH:8]3)[CH:16]=[CH:15][CH:14]=2)=[CH:22][CH:21]=[CH:20][N:19]=1, predict the reactants needed to synthesize it. The reactants are: CON(C)[C:4]([C:6]1[N:7]=[CH:8][N:9]([C:11]2[CH:16]=[CH:15][CH:14]=[C:13]([C:17]3[C:18]([Cl:23])=[N:19][CH:20]=[CH:21][CH:22]=3)[CH:12]=2)[CH:10]=1)=[O:5].Br[C:26]1[CH:31]=[C:30]([CH3:32])[CH:29]=[CH:28][N:27]=1.